From a dataset of Full USPTO retrosynthesis dataset with 1.9M reactions from patents (1976-2016). Predict the reactants needed to synthesize the given product. The reactants are: [CH3:1][O:2][C:3]1[CH:4]=[CH:5][C:6]2[N:7]([N:9]=[C:10]([C:23]3[CH:28]=[CH:27][C:26]([CH3:29])=[CH:25][CH:24]=3)[C:11]=2[CH2:12][C:13]2[N:18]=[C:17]([C:19]([O:21]C)=[O:20])[CH:16]=[CH:15][CH:14]=2)[CH:8]=1.[OH-].[Na+].Cl. Given the product [CH3:1][O:2][C:3]1[CH:4]=[CH:5][C:6]2[N:7]([N:9]=[C:10]([C:23]3[CH:24]=[CH:25][C:26]([CH3:29])=[CH:27][CH:28]=3)[C:11]=2[CH2:12][C:13]2[N:18]=[C:17]([C:19]([OH:21])=[O:20])[CH:16]=[CH:15][CH:14]=2)[CH:8]=1, predict the reactants needed to synthesize it.